Dataset: Reaction yield outcomes from USPTO patents with 853,638 reactions. Task: Predict the reaction yield, written as a fraction of the theoretical maximum amount of product (1.0 means a 100% yield; for example, 0.34 means a 34% yield). The yield is 0.700. The product is [CH3:1][O:2][C:3](=[O:39])[C:4]1[CH:9]=[CH:8][C:7]([CH2:10][N:11]2[CH:15]=[C:14]([C:16]3[CH:21]=[CH:20][C:19]([Cl:22])=[CH:18][C:17]=3[Cl:23])[N:13]=[C:12]2/[CH:24]=[CH:25]/[C:26]2[CH:31]=[CH:30][C:29]([C:32]3[CH:33]=[CH:34][C:35]([O:38][C:41]4[CH:46]=[CH:45][C:44]([N+:47]([O-:49])=[O:48])=[CH:43][CH:42]=4)=[CH:36][CH:37]=3)=[CH:28][CH:27]=2)=[CH:6][CH:5]=1. The reactants are [CH3:1][O:2][C:3](=[O:39])[C:4]1[CH:9]=[CH:8][C:7]([CH2:10][N:11]2[CH:15]=[C:14]([C:16]3[CH:21]=[CH:20][C:19]([Cl:22])=[CH:18][C:17]=3[Cl:23])[N:13]=[C:12]2/[CH:24]=[CH:25]/[C:26]2[CH:31]=[CH:30][C:29]([C:32]3[CH:37]=[CH:36][C:35]([OH:38])=[CH:34][CH:33]=3)=[CH:28][CH:27]=2)=[CH:6][CH:5]=1.F[C:41]1[CH:46]=[CH:45][C:44]([N+:47]([O-:49])=[O:48])=[CH:43][CH:42]=1. No catalyst specified.